This data is from Catalyst prediction with 721,799 reactions and 888 catalyst types from USPTO. The task is: Predict which catalyst facilitates the given reaction. (1) Reactant: [O-:1][N+:2]1[C:7]2[CH:8]=[CH:9][CH:10]=[CH:11][C:6]=2[N+:5]([O-:12])=[C:4]([NH:13][CH2:14][CH2:15][CH2:16][C:17]([O:19]C)=[O:18])[N:3]=1.[OH-].[Na+].Cl. Product: [O-:1][N+:2]1[C:7]2[CH:8]=[CH:9][CH:10]=[CH:11][C:6]=2[N+:5]([O-:12])=[C:4]([NH:13][CH2:14][CH2:15][CH2:16][C:17]([OH:19])=[O:18])[N:3]=1. The catalyst class is: 5. (2) Reactant: [N:1]1([C:7]2[N:8]=[C:9]([N:31]3[CH2:36][CH2:35][O:34][CH2:33][CH2:32]3)[C:10]3[CH:15]=[C:14]([C:16]4[CH:17]=[C:18]([OH:22])[CH:19]=[CH:20][CH:21]=4)[N:13](COCC[Si](C)(C)C)[C:11]=3[N:12]=2)[CH2:6][CH2:5][O:4][CH2:3][CH2:2]1.[F-].[Cs+]. Product: [N:1]1([C:7]2[N:8]=[C:9]([N:31]3[CH2:32][CH2:33][O:34][CH2:35][CH2:36]3)[C:10]3[CH:15]=[C:14]([C:16]4[CH:17]=[C:18]([OH:22])[CH:19]=[CH:20][CH:21]=4)[NH:13][C:11]=3[N:12]=2)[CH2:6][CH2:5][O:4][CH2:3][CH2:2]1. The catalyst class is: 21.